This data is from NCI-60 drug combinations with 297,098 pairs across 59 cell lines. The task is: Regression. Given two drug SMILES strings and cell line genomic features, predict the synergy score measuring deviation from expected non-interaction effect. (1) Drug 1: CC12CCC(CC1=CCC3C2CCC4(C3CC=C4C5=CN=CC=C5)C)O. Drug 2: CC(C)(C#N)C1=CC(=CC(=C1)CN2C=NC=N2)C(C)(C)C#N. Cell line: IGROV1. Synergy scores: CSS=7.41, Synergy_ZIP=0.456, Synergy_Bliss=4.56, Synergy_Loewe=4.48, Synergy_HSA=5.17. (2) Drug 1: COC1=NC(=NC2=C1N=CN2C3C(C(C(O3)CO)O)O)N. Drug 2: C(CC(=O)O)C(=O)CN.Cl. Cell line: SK-MEL-2. Synergy scores: CSS=3.58, Synergy_ZIP=-3.88, Synergy_Bliss=-11.1, Synergy_Loewe=-15.1, Synergy_HSA=-10.6. (3) Drug 1: CC1=CC2C(CCC3(C2CCC3(C(=O)C)OC(=O)C)C)C4(C1=CC(=O)CC4)C. Drug 2: B(C(CC(C)C)NC(=O)C(CC1=CC=CC=C1)NC(=O)C2=NC=CN=C2)(O)O. Cell line: OVCAR-4. Synergy scores: CSS=3.73, Synergy_ZIP=0.278, Synergy_Bliss=3.23, Synergy_Loewe=3.56, Synergy_HSA=2.87.